Dataset: Full USPTO retrosynthesis dataset with 1.9M reactions from patents (1976-2016). Task: Predict the reactants needed to synthesize the given product. (1) The reactants are: [F:1][C:2]1[CH:3]=[C:4]([CH:14]=[CH:15][CH:16]=1)[CH2:5][C:6]1[O:10][N:9]=[C:8]([C:11]([OH:13])=O)[CH:7]=1.[Cl:17][C:18]1[CH:19]=[C:20]2[C:24](=[CH:25][CH:26]=1)[N:23]([CH3:27])[CH:22]=[C:21]2[CH2:28][CH2:29][NH2:30].CN(C(ON1N=NC2C=CC=NC1=2)=[N+](C)C)C.F[P-](F)(F)(F)(F)F. Given the product [Cl:17][C:18]1[CH:19]=[C:20]2[C:24](=[CH:25][CH:26]=1)[N:23]([CH3:27])[CH:22]=[C:21]2[CH2:28][CH2:29][NH:30][C:11]([C:8]1[CH:7]=[C:6]([CH2:5][C:4]2[CH:14]=[CH:15][CH:16]=[C:2]([F:1])[CH:3]=2)[O:10][N:9]=1)=[O:13], predict the reactants needed to synthesize it. (2) Given the product [CH2:24]([N:17]([C:18](=[O:23])[CH2:19][CH:20]([CH3:22])[CH3:21])[C:15]1[CH:14]=[CH:13][C:12]2[N:8]([CH2:7][C:6]([OH:34])=[O:5])[C:9]([CH2:31][CH2:32][CH3:33])=[N:10][C:11]=2[CH:16]=1)[C:25]1[CH:26]=[CH:27][CH:28]=[CH:29][CH:30]=1, predict the reactants needed to synthesize it. The reactants are: C([O:5][C:6](=[O:34])[CH2:7][N:8]1[C:12]2[CH:13]=[CH:14][C:15]([N:17]([CH2:24][C:25]3[CH:30]=[CH:29][CH:28]=[CH:27][CH:26]=3)[C:18](=[O:23])[CH2:19][CH:20]([CH3:22])[CH3:21])=[CH:16][C:11]=2[N:10]=[C:9]1[CH2:31][CH2:32][CH3:33])(C)(C)C.C(O)(C(F)(F)F)=O. (3) Given the product [NH:87]1[C:56]2[C:57](=[CH:58][CH:59]=[CH:60][CH:55]=2)[CH:25]=[C:24]1[CH:10]([CH2:11][CH3:12])[C:9]([OH:8])=[O:13], predict the reactants needed to synthesize it. The reactants are: C(O)[C@H]1O[C@H]([O:8][C@:9]2(CO)[O:13][C@H:12](CO)[C@@H:11](O)[C@@H:10]2O)[C@H](O)[C@@H](O)[C@@H]1O.[CH3:24][C:25](OCC1CS[C@@H]2[C@H](NC(/C(/C3N=C(N)SC=3)=N\OC)=O)C(=O)N2C=1C([O-])=O)=O.[Na+].[CH2:55]1[C@H:60](N)[C@@H:59](O[C@H]2O[C@H](CN)[C@@H](O)[C@H](O)[C@H]2O)[C@H:58](O)[C@@H:57](O[C@H]2O[C@H](CO)[C@@H](O)[C@H](N)[C@H]2O)[C@@H:56]1[NH2:87].C(NC1N=C2C(NC=N2)=CN=1)C1C=CC=CC=1.O=C[C@@H]([C@H]([C@@H]([C@@H](CO)O)O)O)O. (4) The reactants are: [CH3:1][Si]([N-][Si](C)(C)C)(C)C.[K+].[CH:11]([C@H:13]1[CH2:18][N:17]([C:19]([O:21][C:22]([CH3:25])([CH3:24])[CH3:23])=[O:20])[CH2:16][CH2:15][N:14]1[C:26]([O:28][CH2:29][C:30]1[CH:35]=[CH:34][CH:33]=[CH:32][CH:31]=1)=[O:27])=O. Given the product [CH:11]([C@H:13]1[CH2:18][N:17]([C:19]([O:21][C:22]([CH3:23])([CH3:24])[CH3:25])=[O:20])[CH2:16][CH2:15][N:14]1[C:26]([O:28][CH2:29][C:30]1[CH:31]=[CH:32][CH:33]=[CH:34][CH:35]=1)=[O:27])=[CH2:1], predict the reactants needed to synthesize it. (5) Given the product [CH3:18][C:16]1([CH3:19])[C:15]2[C:10](=[CH:11][C:12]([N+:20]([O-:22])=[O:21])=[CH:13][CH:14]=2)[C:9](=[O:23])[NH:8][CH2:17]1, predict the reactants needed to synthesize it. The reactants are: COC1C=CC(C[N:8]2[CH2:17][C:16]([CH3:19])([CH3:18])[C:15]3[C:10](=[CH:11][C:12]([N+:20]([O-:22])=[O:21])=[CH:13][CH:14]=3)[C:9]2=[O:23])=CC=1.O.O=[N+]([O-])[O-].[O-][N+](=O)[O-].[O-][N+](=O)[O-].[O-][N+](=O)[O-].[O-][N+](=O)[O-].[O-][N+](=O)[O-].[Ce+4].[NH4+].[NH4+]. (6) Given the product [CH3:1][N:2]([CH3:15])[CH2:3][CH2:4][O:5][C:6]1[CH:11]=[CH:10][C:9]([NH2:12])=[CH:8][CH:7]=1, predict the reactants needed to synthesize it. The reactants are: [CH3:1][N:2]([CH3:15])[CH2:3][CH2:4][O:5][C:6]1[CH:11]=[CH:10][C:9]([N+:12]([O-])=O)=[CH:8][CH:7]=1.[H][H].